Dataset: Catalyst prediction with 721,799 reactions and 888 catalyst types from USPTO. Task: Predict which catalyst facilitates the given reaction. (1) Reactant: [CH2:1]([NH:3][C:4]1[CH:10]=[CH:9][C:7](N)=[CH:6][C:5]=1[N+]([O-])=O)[CH3:2].BrCC(Cl)=[O:17]. Product: [C:1]([NH:3][C:4]1[CH:10]=[CH:9][CH:7]=[CH:6][CH:5]=1)(=[O:17])[CH3:2]. The catalyst class is: 22. (2) Reactant: [Br:1][C:2]1[CH:7]=[CH:6][C:5]([F:8])=[CH:4][C:3]=1[C:9]1[NH:13][N:12]=[N:11][N:10]=1.CI.[C:16](=O)([O-])[O-].[K+].[K+].C(Cl)Cl. Product: [Br:1][C:2]1[CH:7]=[CH:6][C:5]([F:8])=[CH:4][C:3]=1[C:9]1[N:10]=[N:11][N:12]([CH3:16])[N:13]=1. The catalyst class is: 3. (3) Reactant: [CH3:1][C:2]1[C:6]([B:7]2[O:11][C:10]([CH3:13])([CH3:12])[C:9]([CH3:15])([CH3:14])[O:8]2)=[CH:5][NH:4][N:3]=1.[C:16](=O)([O-])[O-].[K+].[K+].IC. Product: [CH3:16][N:4]1[CH:5]=[C:6]([B:7]2[O:11][C:10]([CH3:13])([CH3:12])[C:9]([CH3:15])([CH3:14])[O:8]2)[C:2]([CH3:1])=[N:3]1.[CH3:16][N:3]1[C:2]([CH3:1])=[C:6]([B:7]2[O:11][C:10]([CH3:13])([CH3:12])[C:9]([CH3:15])([CH3:14])[O:8]2)[CH:5]=[N:4]1. The catalyst class is: 290. (4) Reactant: [F:1][C:2]1[CH:7]=[CH:6][C:5]([O:8][C:9]2[N:14]=[CH:13][C:12]([C:15]([N:17]([CH3:40])[C:18]3[N:23]=[CH:22][C:21]([CH2:24][N:25]4[CH2:30][CH2:29][N:28](C(OC(C)(C)C)=O)[C@@H:27]([CH3:38])[CH2:26]4)=[C:20]([CH3:39])[CH:19]=3)=[O:16])=[CH:11][CH:10]=2)=[CH:4][CH:3]=1.C(O)(C(F)(F)F)=O. Product: [F:1][C:2]1[CH:7]=[CH:6][C:5]([O:8][C:9]2[N:14]=[CH:13][C:12]([C:15]([N:17]([CH3:40])[C:18]3[CH:19]=[C:20]([CH3:39])[C:21]([CH2:24][N:25]4[CH2:30][CH2:29][NH:28][C@@H:27]([CH3:38])[CH2:26]4)=[CH:22][N:23]=3)=[O:16])=[CH:11][CH:10]=2)=[CH:4][CH:3]=1. The catalyst class is: 2. (5) Reactant: [CH:1]1([O:6][C:7](=[O:29])[C@@H:8]([NH:15][C:16]([NH:18][CH2:19][C:20]2[CH:25]=[CH:24][CH:23]=[C:22]([N+:26]([O-])=O)[CH:21]=2)=[O:17])[C:9]2[CH:14]=[CH:13][CH:12]=[CH:11][CH:10]=2)[CH2:5][CH2:4][CH2:3][CH2:2]1. Product: [CH:1]1([O:6][C:7](=[O:29])[C@@H:8]([NH:15][C:16]([NH:18][CH2:19][C:20]2[CH:25]=[CH:24][CH:23]=[C:22]([NH2:26])[CH:21]=2)=[O:17])[C:9]2[CH:10]=[CH:11][CH:12]=[CH:13][CH:14]=2)[CH2:5][CH2:4][CH2:3][CH2:2]1. The catalyst class is: 8. (6) Reactant: [F:1][C:2]([F:47])([F:46])[C:3]1[CH:4]=[C:5]([CH:13]([OH:45])[CH2:14][N:15]([CH2:23][C:24]2[CH:29]=[C:28]([C:30]([F:33])([F:32])[F:31])[CH:27]=[CH:26][C:25]=2[C:34]2[CH:39]=[C:38]([CH:40]([CH3:42])[CH3:41])[CH:37]=[CH:36][C:35]=2[O:43][CH3:44])[C:16](=[O:22])[O:17][C:18]([CH3:21])([CH3:20])[CH3:19])[CH:6]=[C:7]([C:9]([F:12])([F:11])[F:10])[CH:8]=1.CCN(C(C)C)C(C)C.[CH3:57][S:58](Cl)(=[O:60])=[O:59]. Product: [CH3:57][S:58]([O:45][CH:13]([C:5]1[CH:4]=[C:3]([C:2]([F:46])([F:47])[F:1])[CH:8]=[C:7]([C:9]([F:11])([F:12])[F:10])[CH:6]=1)[CH2:14][N:15]([C:16]([O:17][C:18]([CH3:20])([CH3:21])[CH3:19])=[O:22])[CH2:23][C:24]1[CH:29]=[C:28]([C:30]([F:33])([F:31])[F:32])[CH:27]=[CH:26][C:25]=1[C:34]1[CH:39]=[C:38]([CH:40]([CH3:42])[CH3:41])[CH:37]=[CH:36][C:35]=1[O:43][CH3:44])(=[O:60])=[O:59]. The catalyst class is: 91.